Dataset: Full USPTO retrosynthesis dataset with 1.9M reactions from patents (1976-2016). Task: Predict the reactants needed to synthesize the given product. (1) Given the product [CH:45]1[C:44]([C:48]([F:51])([F:50])[F:49])=[CH:43][C:42]([Cl:52])=[C:41]([N:40]2[N:39]=[C:38]([C:53]#[N:54])[C:37]([S+:20]([O-:21])[C:19]([F:24])([F:23])[F:18])=[C:36]2[NH2:35])[C:46]=1[Cl:47], predict the reactants needed to synthesize it. The reactants are: C(C1C=CC=CC=1)C.Cl.CN(C)C(C)C.[Cl-].[K+].[F:18][C:19]([F:24])([F:23])[S:20](O)=[O:21].CN(C)C(C)C.S(Cl)(Cl)=O.[NH2:35][C:36]1[N:40]([C:41]2[C:46]([Cl:47])=[CH:45][C:44]([C:48]([F:51])([F:50])[F:49])=[CH:43][C:42]=2[Cl:52])[N:39]=[C:38]([C:53]#[N:54])[CH:37]=1. (2) Given the product [F:18][C:17]([F:20])([F:19])[C:15]([O-:21])=[O:16].[Br:1][C:2]1[CH:7]=[CH:6][C:5]([C:8]2[CH2:13][CH2:12][NH2+:11][CH2:10][CH:9]=2)=[CH:4][CH:3]=1, predict the reactants needed to synthesize it. The reactants are: [Br:1][C:2]1[CH:7]=[CH:6][C:5]([C:8]2(O)[CH2:13][CH2:12][NH:11][CH2:10][CH2:9]2)=[CH:4][CH:3]=1.[C:15]([OH:21])([C:17]([F:20])([F:19])[F:18])=[O:16]. (3) Given the product [CH3:25][N:9]1[C:8](=[O:26])[C:7]([C:6]2[N:39]([C:36]3[CH:37]=[CH:38][C:33]([C:31]#[N:32])=[CH:34][CH:35]=3)[N:40]=[CH:4][CH:5]=2)=[C:12]([CH3:13])[N:11]([C:14]2[CH:19]=[CH:18][CH:17]=[C:16]([C:20]([F:23])([F:22])[F:21])[CH:15]=2)[C:10]1=[O:24], predict the reactants needed to synthesize it. The reactants are: C(O[CH:4](OCC)[C:5]#[C:6][C:7]1[C:8](=[O:26])[N:9]([CH3:25])[C:10](=[O:24])[N:11]([C:14]2[CH:19]=[CH:18][CH:17]=[C:16]([C:20]([F:23])([F:22])[F:21])[CH:15]=2)[C:12]=1[CH3:13])C.Cl.[C:31]([C:33]1[CH:38]=[CH:37][C:36]([NH:39][NH2:40])=[CH:35][CH:34]=1)#[N:32].O. (4) Given the product [C:1]([N:4]1[C:13]2[C:8](=[CH:9][C:10]([NH:14][C:15]([CH2:16][NH:32][CH2:31][C:30]3[CH:33]=[CH:34][C:35]([F:37])=[CH:36][C:29]=3[F:28])=[O:18])=[CH:11][CH:12]=2)[C:7]([C:20]2[CH:25]=[CH:24][CH:23]=[CH:22][CH:21]=2)([CH3:19])[CH2:6][C:5]1([CH3:27])[CH3:26])(=[O:3])[CH3:2], predict the reactants needed to synthesize it. The reactants are: [C:1]([N:4]1[C:13]2[C:8](=[CH:9][C:10]([NH:14][C:15](=[O:18])[CH2:16]Br)=[CH:11][CH:12]=2)[C:7]([C:20]2[CH:25]=[CH:24][CH:23]=[CH:22][CH:21]=2)([CH3:19])[CH2:6][C:5]1([CH3:27])[CH3:26])(=[O:3])[CH3:2].[F:28][C:29]1[CH:36]=[C:35]([F:37])[CH:34]=[CH:33][C:30]=1[CH2:31][NH2:32].C(N(CC)C(C)C)(C)C. (5) Given the product [CH2:1]([C:5]1[N:9]([C:10]2[N:15]=[C:14]([C:16]3[S:17][CH:18]=[CH:19][CH:20]=3)[C:13]([CH3:21])=[CH:12][N:11]=2)[N:8]=[CH:7][C:6]=1[NH2:22])[CH2:2][CH2:3][CH3:4], predict the reactants needed to synthesize it. The reactants are: [CH2:1]([C:5]1[N:9]([C:10]2[N:15]=[C:14]([C:16]3[S:17][CH:18]=[CH:19][CH:20]=3)[C:13]([CH3:21])=[CH:12][N:11]=2)[N:8]=[CH:7][C:6]=1[NH:22]C(=O)OC(C)(C)C)[CH2:2][CH2:3][CH3:4].FC(F)(F)C(O)=O. (6) The reactants are: [C:1]1([C:7]2[C:8]([C:15]3[CH:20]=[CH:19][C:18]([CH2:21][NH:22][CH2:23][C:24]4[CH:29]=[CH:28][C:27]([C:30]5[N:31]=[N:32][S:33][CH:34]=5)=[CH:26][CH:25]=4)=[CH:17][CH:16]=3)=[N:9][CH:10]=[C:11]([CH:14]=2)[C:12]#[N:13])[CH:6]=[CH:5][CH:4]=[CH:3][CH:2]=1.[N-:35]=[N+:36]=[N-:37].[Na+].O. Given the product [C:1]1([C:7]2[C:8]([C:15]3[CH:16]=[CH:17][C:18]([CH2:21][NH:22][CH2:23][C:24]4[CH:29]=[CH:28][C:27]([C:30]5[N:31]=[N:32][S:33][CH:34]=5)=[CH:26][CH:25]=4)=[CH:19][CH:20]=3)=[N:9][CH:10]=[C:11]([C:12]3[NH:37][N:36]=[N:35][N:13]=3)[CH:14]=2)[CH:6]=[CH:5][CH:4]=[CH:3][CH:2]=1, predict the reactants needed to synthesize it. (7) Given the product [Br:18][C:8]1[CH:9]=[CH:10][C:4]2[NH:3][C:2]([N:20]([CH3:21])[CH3:19])=[N:6][C:5]=2[CH:7]=1, predict the reactants needed to synthesize it. The reactants are: Cl[C:2]1[NH:6][C:5]2[CH:7]=[CH:8][CH:9]=[CH:10][C:4]=2[N:3]=1.C1C(=O)N([Br:18])C(=O)C1.[CH3:19][NH:20][CH3:21]. (8) Given the product [CH3:19][O:18][C:14]1[S:13][C:12]2=[N:11][C:10]([C:8]3[O:9][C:5]4[CH:4]=[C:3]([O:2][CH3:1])[CH:21]=[C:20]([O:22][CH2:53][C:51]5[N:52]=[C:48]([C:42]6[CH:43]=[CH:44][CH:45]=[CH:46][CH:47]=6)[S:49][CH:50]=5)[C:6]=4[CH:7]=3)=[CH:17][N:16]2[N:15]=1, predict the reactants needed to synthesize it. The reactants are: [CH3:1][O:2][C:3]1[CH:4]=[C:5]2[O:9][C:8]([C:10]3[N:11]=[C:12]4[N:16]([CH:17]=3)[N:15]=[C:14]([O:18][CH3:19])[S:13]4)=[CH:7][C:6]2=[C:20]([OH:22])[CH:21]=1.C1(P(C2C=CC=CC=2)C2C=CC=CC=2)C=CC=CC=1.[C:42]1([C:48]2[S:49][CH:50]=[C:51]([CH2:53]O)[N:52]=2)[CH:47]=[CH:46][CH:45]=[CH:44][CH:43]=1.N(C(OC(C)C)=O)=NC(OC(C)C)=O. (9) Given the product [Cl:31][C:32]1[CH:37]=[C:36]([C:38]2([C:40]([F:43])([F:42])[F:41])[O:1][N:2]=[C:3]([C:4]3[N:9]=[CH:8][C:7]4[C:10]5([CH2:15][N:14]([C:16]([O:18][C:19]([CH3:22])([CH3:21])[CH3:20])=[O:17])[CH2:13]5)[O:11][CH2:12][C:6]=4[CH:5]=3)[CH2:39]2)[CH:35]=[C:34]([Cl:44])[C:33]=1[F:45], predict the reactants needed to synthesize it. The reactants are: [OH:1][N:2]=[CH:3][C:4]1[N:9]=[CH:8][C:7]2[C:10]3([CH2:15][N:14]([C:16]([O:18][C:19]([CH3:22])([CH3:21])[CH3:20])=[O:17])[CH2:13]3)[O:11][CH2:12][C:6]=2[CH:5]=1.C1C(=O)N(Cl)C(=O)C1.[Cl:31][C:32]1[CH:37]=[C:36]([C:38]([C:40]([F:43])([F:42])[F:41])=[CH2:39])[CH:35]=[C:34]([Cl:44])[C:33]=1[F:45]. (10) Given the product [C:25]([O:1][CH2:2][C:3]1[C:13]2[CH2:12][CH2:11][C:10]3[CH:14]=[CH:15][CH:16]=[CH:17][C:9]=3[CH:8]([OH:18])[C:7]=2[CH:6]=[CH:5][CH:4]=1)(=[O:27])[CH3:26], predict the reactants needed to synthesize it. The reactants are: [OH:1][CH2:2][C:3]1[C:13]2[CH2:12][CH2:11][C:10]3[CH:14]=[CH:15][CH:16]=[CH:17][C:9]=3[CH:8]([OH:18])[C:7]=2[CH:6]=[CH:5][CH:4]=1.N1C=CC=CC=1.[C:25](OC(=O)C)(=[O:27])[CH3:26].O.